From a dataset of Reaction yield outcomes from USPTO patents with 853,638 reactions. Predict the reaction yield, written as a fraction of the theoretical maximum amount of product (1.0 means a 100% yield; for example, 0.34 means a 34% yield). The reactants are [CH2:1]([C@@:4]1([C:20]2[CH:25]=[CH:24][CH:23]=[CH:22][CH:21]=2)[O:9][C:8](=[O:10])[N:7]([C@H:11]([C:13]2[CH:18]=[CH:17][C:16]([Br:19])=[CH:15][CH:14]=2)[CH3:12])[CH2:6][CH2:5]1)[CH:2]=[CH2:3].[O:26]1CCCC1. No catalyst specified. The product is [Br:19][C:16]1[CH:15]=[CH:14][C:13]([C@@H:11]([N:7]2[CH2:6][CH2:5][C@:4]([CH2:1][CH2:2][CH2:3][OH:26])([C:20]3[CH:25]=[CH:24][CH:23]=[CH:22][CH:21]=3)[O:9][C:8]2=[O:10])[CH3:12])=[CH:18][CH:17]=1. The yield is 0.400.